This data is from Peptide-MHC class I binding affinity with 185,985 pairs from IEDB/IMGT. The task is: Regression. Given a peptide amino acid sequence and an MHC pseudo amino acid sequence, predict their binding affinity value. This is MHC class I binding data. (1) The MHC is H-2-Kb with pseudo-sequence H-2-Kb. The binding affinity (normalized) is 0.150. The peptide sequence is FRDLLFKLLE. (2) The peptide sequence is SLITCAKFK. The MHC is HLA-A03:01 with pseudo-sequence HLA-A03:01. The binding affinity (normalized) is 0.669. (3) The peptide sequence is MPEWANFKF. The MHC is H-2-Kb with pseudo-sequence H-2-Kb. The binding affinity (normalized) is 0.139. (4) The peptide sequence is KLVYIFEPEK. The MHC is HLA-A33:01 with pseudo-sequence HLA-A33:01. The binding affinity (normalized) is 0. (5) The peptide sequence is RLRPGGKKK. The MHC is HLA-B18:01 with pseudo-sequence HLA-B18:01. The binding affinity (normalized) is 0. (6) The peptide sequence is GLLASAPGI. The MHC is HLA-A02:11 with pseudo-sequence HLA-A02:11. The binding affinity (normalized) is 0.936.